From a dataset of Catalyst prediction with 721,799 reactions and 888 catalyst types from USPTO. Predict which catalyst facilitates the given reaction. (1) Reactant: [F:1][C:2]1[CH:7]=[CH:6][C:5]([CH:8]([NH:13][C:14]2[CH:23]=[CH:22][C:17]([C:18]([O:20][CH3:21])=[O:19])=[CH:16][C:15]=2[N+:24]([O-])=O)[C:9](OC)=[O:10])=[CH:4][CH:3]=1.[H][H]. Product: [F:1][C:2]1[CH:7]=[CH:6][C:5]([CH:8]2[C:9](=[O:10])[NH:24][C:15]3[C:14](=[CH:23][CH:22]=[C:17]([C:18]([O:20][CH3:21])=[O:19])[CH:16]=3)[NH:13]2)=[CH:4][CH:3]=1. The catalyst class is: 43. (2) Reactant: [CH3:1][C:2]([CH3:21])([CH3:20])[C:3]([C:5]1[O:6][C:7]2[CH:17]=[CH:16][C:15]([O:18][CH3:19])=[CH:14][C:8]=2[C:9]=1[CH2:10][C:11](O)=[O:12])=[O:4].C1C=CC2N(O)N=NC=2C=1.[CH2:32]([NH:35][CH2:36][CH:37]1[CH2:39][CH2:38]1)[CH2:33][CH3:34].CCN(C(C)C)C(C)C. Product: [CH:37]1([CH2:36][N:35]([CH2:32][CH2:33][CH3:34])[C:11](=[O:12])[CH2:10][C:9]2[C:8]3[CH:14]=[C:15]([O:18][CH3:19])[CH:16]=[CH:17][C:7]=3[O:6][C:5]=2[C:3](=[O:4])[C:2]([CH3:1])([CH3:20])[CH3:21])[CH2:39][CH2:38]1. The catalyst class is: 607. (3) Reactant: [NH:1]1[C:5]2=[N:6][CH:7]=[CH:8][CH:9]=[C:4]2[CH:3]=[CH:2]1.ClC1C=C(C=CC=1)C(OO)=[O:15]. The catalyst class is: 4. Product: [NH:1]1[C:5]2=[N+:6]([O-:15])[CH:7]=[CH:8][CH:9]=[C:4]2[CH:3]=[CH:2]1. (4) Reactant: [H-].[Al+3].[Li+].[H-].[H-].[H-].[C:7]([N:11]1[CH:16]=[CH:15][C:14]([CH3:18])([CH3:17])[CH2:13][C:12]1=O)([CH3:10])([CH3:9])[CH3:8].O.O.O.O.O.O.O.O.O.O.S([O-])([O-])(=O)=O.[Na+].[Na+].S([O-])([O-])(=O)=O.[Na+].[Na+]. Product: [C:7]([N:11]1[CH:12]=[CH:13][C:14]([CH3:18])([CH3:17])[CH2:15][CH2:16]1)([CH3:10])([CH3:8])[CH3:9]. The catalyst class is: 28. (5) Reactant: Cl[C:2]1[CH:7]=[CH:6][N:5]=[CH:4][C:3]=1[NH:8][C:9](=O)[C:10]1[CH:15]=[CH:14][C:13]([O:16][C@H:17]2[CH2:20][C@H:19]([N:21]3[CH2:26][CH2:25][CH2:24][CH2:23][CH2:22]3)[CH2:18]2)=[CH:12][CH:11]=1.COC1C=CC(P2(=S)SP(C3C=CC(OC)=CC=3)(=S)[S:37]2)=CC=1. Product: [N:21]1([C@H:19]2[CH2:20][C@H:17]([O:16][C:13]3[CH:14]=[CH:15][C:10]([C:9]4[S:37][C:2]5[CH:7]=[CH:6][N:5]=[CH:4][C:3]=5[N:8]=4)=[CH:11][CH:12]=3)[CH2:18]2)[CH2:26][CH2:25][CH2:24][CH2:23][CH2:22]1. The catalyst class is: 11.